This data is from NCI-60 drug combinations with 297,098 pairs across 59 cell lines. The task is: Regression. Given two drug SMILES strings and cell line genomic features, predict the synergy score measuring deviation from expected non-interaction effect. (1) Drug 1: C1C(C(OC1N2C=NC3=C(N=C(N=C32)Cl)N)CO)O. Drug 2: C1CCC(C(C1)N)N.C(=O)(C(=O)[O-])[O-].[Pt+4]. Cell line: HCT116. Synergy scores: CSS=79.9, Synergy_ZIP=0.806, Synergy_Bliss=-0.546, Synergy_Loewe=4.57, Synergy_HSA=7.12. (2) Drug 1: CNC(=O)C1=CC=CC=C1SC2=CC3=C(C=C2)C(=NN3)C=CC4=CC=CC=N4. Synergy scores: CSS=-2.24, Synergy_ZIP=1.47, Synergy_Bliss=-0.832, Synergy_Loewe=-4.22, Synergy_HSA=-4.60. Drug 2: N.N.Cl[Pt+2]Cl. Cell line: MDA-MB-231. (3) Drug 1: CC=C1C(=O)NC(C(=O)OC2CC(=O)NC(C(=O)NC(CSSCCC=C2)C(=O)N1)C(C)C)C(C)C. Drug 2: CCC1=C2CN3C(=CC4=C(C3=O)COC(=O)C4(CC)O)C2=NC5=C1C=C(C=C5)O. Cell line: IGROV1. Synergy scores: CSS=63.5, Synergy_ZIP=-0.701, Synergy_Bliss=0.906, Synergy_Loewe=0.782, Synergy_HSA=2.49.